Dataset: Reaction yield outcomes from USPTO patents with 853,638 reactions. Task: Predict the reaction yield, written as a fraction of the theoretical maximum amount of product (1.0 means a 100% yield; for example, 0.34 means a 34% yield). (1) The reactants are [CH3:1][C:2]1([CH3:14])[C:6]([CH3:8])([CH3:7])[O:5][B:4]([C:9]2[CH:10]=[N:11][NH:12][CH:13]=2)[O:3]1.[C:15]([CH:17]=[CH:18][CH2:19][CH:20]1[CH2:25][CH2:24][N:23]([C:26]([O:28][C:29]([CH3:32])([CH3:31])[CH3:30])=[O:27])[CH2:22][CH2:21]1)#[N:16].N12CCCN=C1CCCCC2. The catalyst is C(#N)C. The product is [C:15]([CH2:17][CH:18]([N:12]1[CH:13]=[C:9]([B:4]2[O:5][C:6]([CH3:7])([CH3:8])[C:2]([CH3:14])([CH3:1])[O:3]2)[CH:10]=[N:11]1)[CH2:19][CH:20]1[CH2:21][CH2:22][N:23]([C:26]([O:28][C:29]([CH3:32])([CH3:31])[CH3:30])=[O:27])[CH2:24][CH2:25]1)#[N:16]. The yield is 0.800. (2) The reactants are Cl[C:2]1[CH:7]=[N:6][CH:5]=[C:4]([O:8][C:9]2[CH:14]=[CH:13][C:12]([C:15]3[CH:20]=[CH:19][CH:18]=[CH:17][CH:16]=3)=[CH:11][CH:10]=2)[N:3]=1.[CH3:21][O:22][C:23]1[CH:24]=[C:25]([CH:27]=[C:28]([O:32][CH3:33])[C:29]=1[O:30][CH3:31])[NH2:26]. The catalyst is CCOC(C)=O. The product is [CH3:33][O:32][C:28]1[CH:27]=[C:25]([NH:26][C:2]2[CH:7]=[N:6][CH:5]=[C:4]([O:8][C:9]3[CH:14]=[CH:13][C:12]([C:15]4[CH:20]=[CH:19][CH:18]=[CH:17][CH:16]=4)=[CH:11][CH:10]=3)[N:3]=2)[CH:24]=[C:23]([O:22][CH3:21])[C:29]=1[O:30][CH3:31]. The yield is 0.630. (3) The reactants are [CH2:1]([O:8][C:9]1[C:14]([CH2:15][N:16]2[CH2:25][CH2:24][C:23]3[C:18](=[C:19]([Cl:40])[C:20]([Sn](CCCC)(CCCC)CCCC)=[CH:21][C:22]=3[Cl:26])[C:17]2=[O:41])=[C:13]([CH3:42])[CH:12]=[C:11]([CH3:43])[N:10]=1)[C:2]1[CH:7]=[CH:6][CH:5]=[CH:4][CH:3]=1.Br[C:45](=[C:47]1[CH2:50][N:49]([C:51]([O:53][C:54]([CH3:57])([CH3:56])[CH3:55])=[O:52])[CH2:48]1)[CH3:46]. The catalyst is C1(P([Pd-4](P(C2C=CC=CC=2)(C2C=CC=CC=2)C2C=CC=CC=2)(P(C2C=CC=CC=2)(C2C=CC=CC=2)C2C=CC=CC=2)P(C2C=CC=CC=2)(C2C=CC=CC=2)C2C=CC=CC=2)(C2C=CC=CC=2)C2C=CC=CC=2)C=CC=CC=1.[Cu]I.O1CCOCC1. The product is [CH2:1]([O:8][C:9]1[C:14]([CH2:15][N:16]2[CH2:25][CH2:24][C:23]3[C:18](=[C:19]([Cl:40])[C:20]([C:45](=[C:47]4[CH2:50][N:49]([C:51]([O:53][C:54]([CH3:55])([CH3:57])[CH3:56])=[O:52])[CH2:48]4)[CH3:46])=[CH:21][C:22]=3[Cl:26])[C:17]2=[O:41])=[C:13]([CH3:42])[CH:12]=[C:11]([CH3:43])[N:10]=1)[C:2]1[CH:3]=[CH:4][CH:5]=[CH:6][CH:7]=1. The yield is 0.230. (4) The catalyst is CN(C)C=O. The product is [F:48][C:27]1[CH:28]=[C:29]([NH:32][C:33]([C:35]2([C:38]([NH:39][C:40]3[CH:41]=[CH:42][C:43]([F:46])=[CH:44][CH:45]=3)=[O:47])[CH2:37][CH2:36]2)=[O:34])[CH:30]=[CH:31][C:26]=1[O:25][C:23]1[CH:22]=[CH:21][N:20]=[C:19]([NH:9][C:8]([N:50]2[CH2:55][CH2:54][O:53][CH2:52][CH2:51]2)=[O:7])[CH:24]=1. The yield is 0.810. The reactants are C1([O:7][C:8](=O)[N:9]([C:19]2[CH:24]=[C:23]([O:25][C:26]3[CH:31]=[CH:30][C:29]([NH:32][C:33]([C:35]4([C:38](=[O:47])[NH:39][C:40]5[CH:45]=[CH:44][C:43]([F:46])=[CH:42][CH:41]=5)[CH2:37][CH2:36]4)=[O:34])=[CH:28][C:27]=3[F:48])[CH:22]=[CH:21][N:20]=2)C(OC2C=CC=CC=2)=O)C=CC=CC=1.[NH:50]1[CH2:55][CH2:54][O:53][CH2:52][CH2:51]1. (5) The reactants are [NH:1]1[CH:5]=[C:4]([C@@H:6]2[CH2:11][CH2:10][CH2:9][CH2:8][C@H:7]2[OH:12])[CH:3]=[N:2]1.[CH3:13][O:14][CH2:15]Cl. The product is [CH3:13][O:14][CH2:15][N:1]1[CH:5]=[C:4]([C@@H:6]2[CH2:11][CH2:10][CH2:9][CH2:8][C@H:7]2[OH:12])[CH:3]=[N:2]1. The catalyst is CN(C=O)C. The yield is 0.610.